This data is from Peptide-MHC class I binding affinity with 185,985 pairs from IEDB/IMGT. The task is: Regression. Given a peptide amino acid sequence and an MHC pseudo amino acid sequence, predict their binding affinity value. This is MHC class I binding data. (1) The peptide sequence is NTNQGNILM. The MHC is HLA-A02:02 with pseudo-sequence HLA-A02:02. The binding affinity (normalized) is 0.312. (2) The binding affinity (normalized) is 0.122. The peptide sequence is KTKDYVNGL. The MHC is HLA-A68:02 with pseudo-sequence HLA-A68:02. (3) The peptide sequence is FLLTRILTI. The MHC is HLA-A68:01 with pseudo-sequence HLA-A68:01. The binding affinity (normalized) is 0. (4) The peptide sequence is LRFPGQLNA. The MHC is Mamu-B08 with pseudo-sequence Mamu-B08. The binding affinity (normalized) is 0.337. (5) The peptide sequence is SGGVSPDTL. The MHC is H-2-Kb with pseudo-sequence H-2-Kb. The binding affinity (normalized) is 0.477. (6) The peptide sequence is VSDLYTSMR. The MHC is HLA-A03:01 with pseudo-sequence HLA-A03:01. The binding affinity (normalized) is 0.277. (7) The peptide sequence is YAMAIRQAI. The MHC is HLA-A68:23 with pseudo-sequence HLA-A68:23. The binding affinity (normalized) is 0.515. (8) The peptide sequence is MWSLMYFHR. The MHC is HLA-A31:01 with pseudo-sequence HLA-A31:01. The binding affinity (normalized) is 0.689. (9) The peptide sequence is YVADALAAF. The MHC is HLA-B51:01 with pseudo-sequence HLA-B51:01. The binding affinity (normalized) is 0.